Task: Predict which catalyst facilitates the given reaction.. Dataset: Catalyst prediction with 721,799 reactions and 888 catalyst types from USPTO (1) Reactant: [C:1]([C:5]1[CH:23]=[C:8]2[N:9]=[C:10]([CH3:22])[C:11]([CH:14]([CH2:19][CH2:20][CH3:21])[C:15]([O:17][CH3:18])=[O:16])=[C:12](Cl)[N:7]2[N:6]=1)([CH3:4])([CH3:3])[CH3:2].[CH3:24][N:25]1[C:33]2[C:28](=[CH:29][C:30](B3OC(C)(C)C(C)(C)O3)=[CH:31][CH:32]=2)[CH2:27][CH2:26]1.C(N(C(C)C)CC)(C)C. Product: [C:1]([C:5]1[CH:23]=[C:8]2[N:9]=[C:10]([CH3:22])[C:11]([CH:14]([CH2:19][CH2:20][CH3:21])[C:15]([O:17][CH3:18])=[O:16])=[C:12]([C:30]3[CH:29]=[C:28]4[C:33](=[CH:32][CH:31]=3)[N:25]([CH3:24])[CH2:26][CH2:27]4)[N:7]2[N:6]=1)([CH3:4])([CH3:3])[CH3:2]. The catalyst class is: 149. (2) Reactant: [CH3:1][O-:2].[Na+].[C:4]1([N:10]2[C:14]3=[N:15][CH:16]=[N:17][C:18]([NH:19][N:20]=[CH:21][C:22]4[CH:27]=[CH:26][N:25]=[C:24](Cl)[CH:23]=4)=[C:13]3[CH:12]=[N:11]2)[CH:9]=[CH:8][CH:7]=[CH:6][CH:5]=1.O. Product: [C:4]1([N:10]2[C:14]3=[N:15][CH:16]=[N:17][C:18]([NH:19][N:20]=[CH:21][C:22]4[CH:27]=[CH:26][N:25]=[C:24]([O:2][CH3:1])[CH:23]=4)=[C:13]3[CH:12]=[N:11]2)[CH:9]=[CH:8][CH:7]=[CH:6][CH:5]=1. The catalyst class is: 16.